Dataset: Forward reaction prediction with 1.9M reactions from USPTO patents (1976-2016). Task: Predict the product of the given reaction. Given the reactants [NH2:1][C:2]1[NH:6][CH:5]=[N:4][C:3]=1[C:7]([O:9][CH2:10][CH3:11])=[O:8].[O:12]=[C:13]1[CH2:17][CH2:16]C(=O)N1OC=CC(ON1[C:13](=[O:12])[CH2:17][CH2:16]C1=O)=O.C(N(CC)CC)C, predict the reaction product. The product is: [O:12]=[C:13]1[CH:17]=[CH:16][N:6]2[CH:5]=[N:4][C:3]([C:7]([O:9][CH2:10][CH3:11])=[O:8])=[C:2]2[NH:1]1.